From a dataset of Forward reaction prediction with 1.9M reactions from USPTO patents (1976-2016). Predict the product of the given reaction. (1) Given the reactants [Br:1][C:2]1[CH:17]=[CH:16][C:5]([C:6]([NH:8][C:9]2[CH:14]=[CH:13][CH:12]=[CH:11][C:10]=2[OH:15])=O)=[CH:4][CH:3]=1.O.C1(C)C=CC(S(O)(=O)=O)=CC=1.C1(C)C=CC=CC=1, predict the reaction product. The product is: [Br:1][C:2]1[CH:17]=[CH:16][C:5]([C:6]2[O:15][C:10]3[CH:11]=[CH:12][CH:13]=[CH:14][C:9]=3[N:8]=2)=[CH:4][CH:3]=1. (2) Given the reactants [NH2:1][CH2:2][C@@H:3]1[CH2:7][C@@H:6]([F:8])[CH2:5][N:4]1[C:9]([NH:11][C:12]1[C:20]2[C:15](=[CH:16][CH:17]=[CH:18][CH:19]=2)[N:14]([C:21]([NH2:23])=[O:22])[CH:13]=1)=[O:10].[Cl:24][C:25]1[C:26]([F:33])=[C:27]([CH:30]=[CH:31][CH:32]=1)[CH:28]=O.C(O[BH-](OC(=O)C)OC(=O)C)(=O)C.[Na+].C(O[BH-](OC(=O)C)OC(=O)C)(=O)C.C([O-])(O)=O.[Na+], predict the reaction product. The product is: [Cl:24][C:25]1[C:26]([F:33])=[C:27]([CH:30]=[CH:31][CH:32]=1)[CH2:28][NH:1][CH2:2][C@@H:3]1[CH2:7][C@@H:6]([F:8])[CH2:5][N:4]1[C:9]([NH:11][C:12]1[C:20]2[C:15](=[CH:16][CH:17]=[CH:18][CH:19]=2)[N:14]([C:21]([NH2:23])=[O:22])[CH:13]=1)=[O:10]. (3) The product is: [CH3:23][C:19]1[C:18]([CH:24]=[C:25]([CH3:27])[CH3:26])=[C:17]([CH:22]=[CH:21][CH:20]=1)[C:16]([NH:15][C:6]1([C:4]([OH:5])=[O:3])[CH2:14][C:13]2[C:8](=[CH:9][CH:10]=[CH:11][CH:12]=2)[CH2:7]1)=[O:28]. Given the reactants C([O:3][C:4]([C:6]1([NH:15][C:16](=[O:28])[C:17]2[CH:22]=[CH:21][CH:20]=[C:19]([CH3:23])[C:18]=2[CH:24]=[C:25]([CH3:27])[CH3:26])[CH2:14][C:13]2[C:8](=[CH:9][CH:10]=[CH:11][CH:12]=2)[CH2:7]1)=[O:5])C.[OH-].[K+].O, predict the reaction product. (4) Given the reactants [Cl:1][C:2]1[CH:7]=[CH:6][N:5]=[C:4]2[CH:8]=[C:9]([C:11]([OH:13])=O)[S:10][C:3]=12.[CH3:14][N:15]([CH3:21])[CH2:16][CH2:17][CH2:18][NH:19][CH3:20].CCN(CC)CC, predict the reaction product. The product is: [Cl:1][C:2]1[CH:7]=[CH:6][N:5]=[C:4]2[CH:8]=[C:9]([C:11]([N:19]([CH2:18][CH2:17][CH2:16][N:15]([CH3:21])[CH3:14])[CH3:20])=[O:13])[S:10][C:3]=12. (5) Given the reactants [Br:1][C:2]1[CH:11]=[C:10]2[C:5]([CH:6]=[CH:7][N:8]=[C:9]2Cl)=[CH:4][CH:3]=1.[N:13]1([C:19]([O:21][C:22]([CH3:25])([CH3:24])[CH3:23])=[O:20])[CH2:18][CH2:17][NH:16][CH2:15][CH2:14]1.C(=O)([O-])[O-].[K+].[K+], predict the reaction product. The product is: [Br:1][C:2]1[CH:11]=[C:10]2[C:5]([CH:6]=[CH:7][N:8]=[C:9]2[N:16]2[CH2:15][CH2:14][N:13]([C:19]([O:21][C:22]([CH3:25])([CH3:24])[CH3:23])=[O:20])[CH2:18][CH2:17]2)=[CH:4][CH:3]=1. (6) Given the reactants Cl.Cl.[NH2:3][C@@H:4]1[CH2:9][CH2:8][C@H:7]([C:10]([N:12]2[CH2:17][CH2:16][N:15]([CH:18]([CH3:20])[CH3:19])[CH2:14][CH2:13]2)=[O:11])[CH2:6][CH2:5]1.Cl[C:22](OC1C=CC=CC=1)=[O:23].CCN(CC)CC.[CH2:38]([NH:45][CH:46]([CH3:48])[CH3:47])[C:39]1[CH:44]=[CH:43][CH:42]=[CH:41][CH:40]=1, predict the reaction product. The product is: [CH2:38]([N:45]([CH:46]([CH3:48])[CH3:47])[C:22]([NH:3][C@H:4]1[CH2:9][CH2:8][C@H:7]([C:10]([N:12]2[CH2:13][CH2:14][N:15]([CH:18]([CH3:20])[CH3:19])[CH2:16][CH2:17]2)=[O:11])[CH2:6][CH2:5]1)=[O:23])[C:39]1[CH:44]=[CH:43][CH:42]=[CH:41][CH:40]=1. (7) The product is: [Br:15][C:11]1[C:10]([CH3:13])=[N:9][C:7]2[N:8]=[C:3]([NH:2][CH3:1])[N:4]=[CH:5][C:6]=2[CH:12]=1. Given the reactants [CH3:1][NH:2][C:3]1[N:4]=[CH:5][C:6]2[CH:12]=[CH:11][C:10]([CH3:13])=[N:9][C:7]=2[N:8]=1.[Al].[Br:15]N1C(=O)CCC1=O, predict the reaction product. (8) Given the reactants [Br:1][C:2]1[C:20]([F:21])=[CH:19][C:5]([N:6]([CH:11]2[CH2:16][CH2:15][C:14]([F:18])([F:17])[CH2:13][CH2:12]2)[CH2:7][CH:8]([CH3:10])[CH3:9])=[C:4]([N+:22]([O-])=O)[CH:3]=1.[Cl-].[NH4+], predict the reaction product. The product is: [Br:1][C:2]1[CH:3]=[C:4]([NH2:22])[C:5]([N:6]([CH:11]2[CH2:16][CH2:15][C:14]([F:17])([F:18])[CH2:13][CH2:12]2)[CH2:7][CH:8]([CH3:10])[CH3:9])=[CH:19][C:20]=1[F:21]. (9) Given the reactants [F:1][C:2]([F:39])([F:38])[C:3]1[CH:8]=[CH:7][C:6](/[CH:9]=[CH:10]/[C:11]2[O:12][CH:13]=[C:14]([CH2:16][O:17][C:18]3[CH:23]=[CH:22][C:21]([CH2:24][CH2:25][CH2:26][CH2:27][N:28]4[CH:32]=[CH:31][N:30]=[C:29]4[CH2:33][CH2:34][C:35](O)=[O:36])=[CH:20][CH:19]=3)[N:15]=2)=[CH:5][CH:4]=1.[NH:40]1[CH2:44][CH2:43][CH2:42][CH2:41]1.P(C#N)(OCC)(OCC)=O, predict the reaction product. The product is: [F:38][C:2]([F:39])([F:1])[C:3]1[CH:4]=[CH:5][C:6](/[CH:9]=[CH:10]/[C:11]2[O:12][CH:13]=[C:14]([CH2:16][O:17][C:18]3[CH:23]=[CH:22][C:21]([CH2:24][CH2:25][CH2:26][CH2:27][N:28]4[CH:32]=[CH:31][N:30]=[C:29]4[CH2:33][CH2:34][C:35]([N:40]4[CH2:44][CH2:43][CH2:42][CH2:41]4)=[O:36])=[CH:20][CH:19]=3)[N:15]=2)=[CH:7][CH:8]=1.